Dataset: Full USPTO retrosynthesis dataset with 1.9M reactions from patents (1976-2016). Task: Predict the reactants needed to synthesize the given product. Given the product [C:1]([C:3]1[C@@H:8]([C:9]2[CH:14]=[CH:13][C:12]([C:15]#[N:16])=[CH:11][CH:10]=2)[N:7]2[N:17]=[C:18]([S:20]([NH:39][CH3:37])(=[O:22])=[O:21])[N:19]=[C:6]2[N:5]([C:24]2[CH:29]=[CH:28][CH:27]=[C:26]([C:30]([F:33])([F:32])[F:31])[CH:25]=2)[C:4]=1[CH3:34])#[N:2], predict the reactants needed to synthesize it. The reactants are: [C:1]([C:3]1[C@@H:8]([C:9]2[CH:14]=[CH:13][C:12]([C:15]#[N:16])=[CH:11][CH:10]=2)[N:7]2[N:17]=[C:18]([S:20](Cl)(=[O:22])=[O:21])[N:19]=[C:6]2[N:5]([C:24]2[CH:29]=[CH:28][CH:27]=[C:26]([C:30]([F:33])([F:32])[F:31])[CH:25]=2)[C:4]=1[CH3:34])#[N:2].CN.[CH2:37]([N:39](CC)CC)C.